From a dataset of Forward reaction prediction with 1.9M reactions from USPTO patents (1976-2016). Predict the product of the given reaction. (1) Given the reactants [CH2-:1][C:2]([CH3:4])=[O:3].[O:5]=[CH:6][C@@H:7]([C@@H:9]([C@@H:11]([CH2:13][OH:14])O)[OH:10])[OH:8].[C:15](Cl)([C:28]1[CH:33]=[CH:32][CH:31]=[CH:30][CH:29]=1)([C:22]1[CH:27]=[CH:26][CH:25]=[CH:24][CH:23]=1)[C:16]1[CH:21]=[CH:20][CH:19]=[CH:18][CH:17]=1.C(N(CC)CC)C.O, predict the reaction product. The product is: [CH3:1][C:2]1([CH3:4])[O:10][C@@H:9]2[CH:7]([CH2:6][O:5][C:15]([C:16]3[CH:21]=[CH:20][CH:19]=[CH:18][CH:17]=3)([C:28]3[CH:29]=[CH:30][CH:31]=[CH:32][CH:33]=3)[C:22]3[CH:23]=[CH:24][CH:25]=[CH:26][CH:27]=3)[O:8][CH:13]([OH:14])[C@@H:11]2[O:3]1. (2) Given the reactants [Cl:1][C:2]1[C:11]([NH:12][S:13]([C:16]([F:19])([F:18])[F:17])(=[O:15])=[O:14])=[CH:10][C:9]([Cl:20])=[CH:8][C:3]=1[C:4]([O:6]C)=[O:5].[OH-].[Na+].Cl, predict the reaction product. The product is: [ClH:1].[Cl:1][C:2]1[C:11]([NH:12][S:13]([C:16]([F:19])([F:17])[F:18])(=[O:14])=[O:15])=[CH:10][C:9]([Cl:20])=[CH:8][C:3]=1[C:4]([OH:6])=[O:5].